Task: Predict the reaction yield, written as a fraction of the theoretical maximum amount of product (1.0 means a 100% yield; for example, 0.34 means a 34% yield).. Dataset: Reaction yield outcomes from USPTO patents with 853,638 reactions (1) The reactants are Br[CH2:2][C:3]([CH2:26][CH3:27])=[CH:4][CH2:5][C:6]1[C:14]([O:15]CC[Si](C)(C)C)=[C:13]2[C:9]([CH2:10][O:11][C:12]2=[O:22])=[C:8]([CH3:23])[C:7]=1[CH2:24][CH3:25].C[Si](Br)(C)C.C[O:34][P:35]([O:38]C)[O:36]C. The catalyst is CC#N. The product is [CH2:26]([C:3](=[CH:4][CH2:5][C:6]1[C:14]([OH:15])=[C:13]2[C:9](=[C:8]([CH3:23])[C:7]=1[CH2:24][CH3:25])[CH2:10][O:11][C:12]2=[O:22])[CH2:2][P:35](=[O:34])([OH:38])[OH:36])[CH3:27]. The yield is 0.630. (2) The reactants are C([O:8][C:9]1[C:10]([Cl:24])=[CH:11][C:12]([Cl:23])=[C:13]2[C:18]=1[N:17]=[C:16]([CH2:19][N:20]([CH3:22])[CH3:21])[CH:15]=[N:14]2)C1C=CC=CC=1. The catalyst is Cl. The product is [ClH:23].[Cl:24][C:10]1[CH:11]=[C:12]([Cl:23])[C:13]2[N:14]=[CH:15][C:16]([CH2:19][N:20]([CH3:21])[CH3:22])=[N:17][C:18]=2[C:9]=1[OH:8]. The yield is 0.830. (3) The yield is 0.960. The product is [CH3:9][O:10][C:11]1[CH:21]=[CH:20][C:14](/[CH:15]=[CH:16]/[C:17]([O:19][CH2:27][CH3:28])=[O:18])=[CH:13][CH:12]=1. The reactants are [Si](OI)(C)(C)C.[H-].[Na+].[CH3:9][O:10][C:11]1[CH:21]=[CH:20][C:14](/[CH:15]=[CH:16]/[C:17]([OH:19])=[O:18])=[CH:13][CH:12]=1.OS(O)(=O)=O.[CH3:27][CH2:28]O. The catalyst is CS(C)=O. (4) The reactants are [Cl:1][C:2]1[C:10]([C:11]([C:14]#[N:15])([CH3:13])[CH3:12])=[CH:9][CH:8]=[CH:7][C:3]=1[C:4]([OH:6])=O.C(Cl)(=O)C(Cl)=O.CN(C)C=O.[NH2:27][C:28]1[CH:29]=[C:30]([CH:48]=[CH:49][CH:50]=1)[O:31][C:32]1[CH:44]=[CH:43][C:35]2[N:36]=[C:37]([NH:39][C:40](=[O:42])[CH3:41])[S:38][C:34]=2[C:33]=1[N+:45]([O-:47])=[O:46]. The catalyst is O1CCCC1.C(OCC)(=O)C. The product is [C:40]([NH:39][C:37]1[S:38][C:34]2[C:33]([N+:45]([O-:47])=[O:46])=[C:32]([O:31][C:30]3[CH:29]=[C:28]([NH:27][C:4](=[O:6])[C:3]4[CH:7]=[CH:8][CH:9]=[C:10]([C:11]([C:14]#[N:15])([CH3:13])[CH3:12])[C:2]=4[Cl:1])[CH:50]=[CH:49][CH:48]=3)[CH:44]=[CH:43][C:35]=2[N:36]=1)(=[O:42])[CH3:41]. The yield is 0.410. (5) The reactants are F[C:2]1[C:3]([CH3:22])=[N:4][C:5]2[C:10]([N:11]=1)=[C:9]([C:12]1[NH:20][C:19]3[CH2:18][CH2:17][NH:16][C:15](=[O:21])[C:14]=3[CH:13]=1)[CH:8]=[CH:7][CH:6]=2.[C@@H:23]1([NH2:28])[CH2:26][CH2:25][C@@H:24]1[NH2:27]. The catalyst is CS(C)=O. The product is [NH2:27][C@H:24]1[CH2:25][CH2:26][C@H:23]1[NH:28][C:2]1[C:3]([CH3:22])=[N:4][C:5]2[C:10]([N:11]=1)=[C:9]([C:12]1[NH:20][C:19]3[CH2:18][CH2:17][NH:16][C:15](=[O:21])[C:14]=3[CH:13]=1)[CH:8]=[CH:7][CH:6]=2. The yield is 0.0940.